This data is from Full USPTO retrosynthesis dataset with 1.9M reactions from patents (1976-2016). The task is: Predict the reactants needed to synthesize the given product. (1) Given the product [CH2:1]([C:5]1[C:6]([C:16]2[O:18][N:23]=[C:22]([C:24]3[CH:25]=[CH:26][C:27]([CH2:28][N:29]4[CH2:30][CH:31]([C:33]([O:35][C:36]([CH3:37])([CH3:39])[CH3:38])=[O:34])[CH2:32]4)=[CH:40][CH:41]=3)[N:21]=2)=[N:7][O:8][C:9]=1[C:10]1[CH:11]=[CH:12][CH:13]=[CH:14][CH:15]=1)[CH2:2][CH2:3][CH3:4], predict the reactants needed to synthesize it. The reactants are: [CH2:1]([C:5]1[C:6]([C:16]([OH:18])=O)=[N:7][O:8][C:9]=1[C:10]1[CH:15]=[CH:14][CH:13]=[CH:12][CH:11]=1)[CH2:2][CH2:3][CH3:4].[Li].O/[N:21]=[C:22](/[C:24]1[CH:41]=[CH:40][C:27]([CH2:28][N:29]2[CH2:32][CH:31]([C:33]([O:35][C:36]([CH3:39])([CH3:38])[CH3:37])=[O:34])[CH2:30]2)=[CH:26][CH:25]=1)\[NH2:23].Cl.C(N=C=NCCCN(C)C)C.C1C=CC2N(O)N=NC=2C=1. (2) The reactants are: [CH2:1]([C:3]1[C:13]([CH2:14][C:15]2[CH:23]=[CH:22][C:18]([C:19](O)=[O:20])=[CH:17][CH:16]=2)=[C:6]2[N:7]=[C:8]([CH3:12])[CH:9]=[C:10]([CH3:11])[N:5]2[N:4]=1)[CH3:2].CC1C=C(C)C=C(C)N=1.[C:33]([O:37][C:38]([N:40]1[CH2:45][CH2:44][CH:43]([C:46]([NH:48][NH2:49])=[O:47])[CH2:42][CH2:41]1)=[O:39])([CH3:36])([CH3:35])[CH3:34].C(Cl)CCl.C1C=CC2N(O)N=NC=2C=1. Given the product [C:33]([O:37][C:38]([N:40]1[CH2:45][CH2:44][CH:43]([C:46]([NH:48][NH:49][C:19](=[O:20])[C:18]2[CH:17]=[CH:16][C:15]([CH2:14][C:13]3[C:3]([CH2:1][CH3:2])=[N:4][N:5]4[C:10]([CH3:11])=[CH:9][C:8]([CH3:12])=[N:7][C:6]=34)=[CH:23][CH:22]=2)=[O:47])[CH2:42][CH2:41]1)=[O:39])([CH3:36])([CH3:34])[CH3:35], predict the reactants needed to synthesize it. (3) Given the product [CH3:1][C:2]1[N:3]=[C:4]([N:10]2[C:14](=[O:15])[N:13]([CH2:16][C:17]3[O:33][C:20]([C:23]([F:26])([F:25])[F:24])=[CH:21][CH:22]=3)[N:12]=[CH:11]2)[S:5][C:6]=1[C:7]([NH:42][CH2:41][C:37]1[CH:36]=[N:35][CH:40]=[CH:39][CH:38]=1)=[O:9], predict the reactants needed to synthesize it. The reactants are: [CH3:1][C:2]1[N:3]=[C:4]([N:10]2[C:14](=[O:15])[N:13]([CH2:16][C:17]3[CH:22]=[CH:21][C:20]([C:23]([F:26])([F:25])[F:24])=CC=3)[N:12]=[CH:11]2)[S:5][C:6]=1[C:7]([OH:9])=O.S1C(C(O)=[O:33])=CN=C1.[N:35]1[CH:40]=[CH:39][CH:38]=[C:37]([CH2:41][NH2:42])[CH:36]=1. (4) Given the product [CH3:32][N:33]([CH3:34])[C:13]([CH2:12][O:11][N:10]([CH2:16][C:17]1[CH:22]=[CH:21][C:20]([F:23])=[CH:19][CH:18]=1)[C:8](=[O:9])[CH:7]=[C:5]1[C:4](=[O:24])[O:3][C:2]([CH3:25])([CH3:1])[O:6]1)=[O:14], predict the reactants needed to synthesize it. The reactants are: [CH3:1][C:2]1([CH3:25])[O:6][C:5](=[CH:7][C:8]([N:10]([CH2:16][C:17]2[CH:22]=[CH:21][C:20]([F:23])=[CH:19][CH:18]=2)[O:11][CH2:12][C:13](O)=[O:14])=[O:9])[C:4](=[O:24])[O:3]1.C(Cl)(=O)C(Cl)=O.[CH3:32][NH:33][CH3:34].N1C=CC=CC=1. (5) The reactants are: [O:1]=[C:2]1[CH2:7][CH2:6][N:5]([C:8]([O:10][C:11]([CH3:14])([CH3:13])[CH3:12])=[O:9])[CH2:4][CH2:3]1.B(F)(F)F.CCOCC.[N+](=[CH:26][C:27]([O:29][CH2:30][CH3:31])=[O:28])=[N-]. Given the product [O:1]=[C:2]1[CH2:7][CH2:6][N:5]([C:8]([O:10][C:11]([CH3:12])([CH3:13])[CH3:14])=[O:9])[CH2:4][CH2:3][CH:26]1[C:27]([O:29][CH2:30][CH3:31])=[O:28], predict the reactants needed to synthesize it. (6) Given the product [Br:1][C:2]1[C:11]2[C:10]([CH3:13])([CH3:12])[CH2:9][CH:8]=[C:7]([CH:14]([CH3:16])[CH3:15])[C:6]=2[CH:5]=[C:4](/[C:17](/[CH3:18])=[C:29](/[F:30])\[C:27]([O:26][CH2:25][CH3:24])=[O:28])[C:3]=1[O:20][CH:21]([CH3:22])[CH3:23], predict the reactants needed to synthesize it. The reactants are: [Br:1][C:2]1[C:11]2[C:10]([CH3:13])([CH3:12])[CH2:9][CH:8]=[C:7]([CH:14]([CH3:16])[CH3:15])[C:6]=2[CH:5]=[C:4]([C:17](=O)[CH3:18])[C:3]=1[O:20][CH:21]([CH3:23])[CH3:22].[CH3:24][CH2:25][O:26][C:27]([CH:29](P(OCC)(OCC)=O)[F:30])=[O:28].C([Li])CCC. (7) Given the product [CH:16]1([O:15][CH:6]2[CH:5]([OH:4])[CH:10]([N:11]([CH3:13])[CH3:12])[CH2:9][CH:8]([CH3:14])[O:7]2)[CH2:17][CH2:18][CH2:19][CH2:20][CH2:21]1, predict the reactants needed to synthesize it. The reactants are: C([O:4][CH:5]1[CH:10]([N:11]([CH3:13])[CH3:12])[CH2:9][CH:8]([CH3:14])[O:7][CH:6]1[O:15][CH:16]1[CH2:21][CH2:20][CH2:19][CH2:18][CH2:17]1)(=O)C.C([O-])([O-])=O.[K+].[K+]. (8) Given the product [CH3:52][O:51][C:43]1[CH:42]=[C:41]([C:40]#[C:39]/[CH:38]=[CH:37]/[C:36]([N:33]2[CH2:32][CH2:31][CH:30]([CH2:29][CH:28]([C:54]([OH:56])=[O:55])[CH2:27][CH:24]3[CH2:25][CH2:26][N:21]([C:19](=[O:20])/[CH:18]=[CH:17]/[C:16]#[C:15][C:7]4[CH:6]=[C:5]([O:4][CH3:3])[C:10]([O:11][CH3:12])=[C:9]([O:13][CH3:14])[CH:8]=4)[CH2:22][CH2:23]3)[CH2:35][CH2:34]2)=[O:53])[CH:46]=[C:45]([O:47][CH3:48])[C:44]=1[O:49][CH3:50], predict the reactants needed to synthesize it. The reactants are: [OH-].[Na+].[CH3:3][O:4][C:5]1[CH:6]=[C:7]([C:15]#[C:16]/[CH:17]=[CH:18]/[C:19]([N:21]2[CH2:26][CH2:25][CH:24]([CH2:27][CH:28]([C:54]([O:56]C)=[O:55])[CH2:29][CH:30]3[CH2:35][CH2:34][N:33]([C:36](=[O:53])/[CH:37]=[CH:38]/[C:39]#[C:40][C:41]4[CH:46]=[C:45]([O:47][CH3:48])[C:44]([O:49][CH3:50])=[C:43]([O:51][CH3:52])[CH:42]=4)[CH2:32][CH2:31]3)[CH2:23][CH2:22]2)=[O:20])[CH:8]=[C:9]([O:13][CH3:14])[C:10]=1[O:11][CH3:12].Cl.